Dataset: Experimental lipophilicity measurements (octanol/water distribution) for 4,200 compounds from AstraZeneca. Task: Regression/Classification. Given a drug SMILES string, predict its absorption, distribution, metabolism, or excretion properties. Task type varies by dataset: regression for continuous measurements (e.g., permeability, clearance, half-life) or binary classification for categorical outcomes (e.g., BBB penetration, CYP inhibition). For this dataset (lipophilicity_astrazeneca), we predict Y. (1) The Y is 0.730 logD. The molecule is c1ccc(CNCCNCc2ccccc2)cc1. (2) The compound is NC(=O)c1ccc(N(C(N)=O)c2c(F)cccc2F)nc1-c1ccc(F)cc1F. The Y is 1.60 logD. (3) The Y is 3.62 logD. The compound is O=C(CO)N1CCC[C@H]1COc1cccc2ncnc(Nc3ccc(OCc4ccccn4)c(Cl)c3)c12. (4) The molecule is Cc1ccc(Oc2cccc(CN3CCCC(n4cc(C)c(=O)[nH]c4=O)C3)c2)cc1. The Y is 3.38 logD. (5) The drug is CC(C)(C)OC(=O)N1C[C@@H]2CC[C@H]1CN2c1ncc(OCc2ccc(S(C)(=O)=O)cc2)cn1. The Y is 3.40 logD. (6) The molecule is Cc1nnc2n1-c1ccc(Cl)cc1C(c1ccccc1)=NC2. The Y is 1.98 logD. (7) The compound is CCO[C@@H]1OC(=O)C[C@@H]1NC(=O)[C@@H]1CCCN2C(=O)CC[C@H](NC(=O)c3nccc4ccccc34)C(=O)N12. The Y is 1.16 logD. (8) The molecule is Cc1ccc(S(=O)(=O)N2CCN(C(=O)c3ccco3)CC2)cc1. The Y is 2.17 logD. (9) The molecule is Cc1cc(C)c2c(N)c(C(=O)NC3CC3)sc2n1. The Y is 2.53 logD.